Dataset: Reaction yield outcomes from USPTO patents with 853,638 reactions. Task: Predict the reaction yield, written as a fraction of the theoretical maximum amount of product (1.0 means a 100% yield; for example, 0.34 means a 34% yield). (1) The reactants are Cl[C:2]1[C:11]([Cl:12])=[N:10][C:9]2[C:4](=[CH:5][CH:6]=[CH:7][CH:8]=2)[N:3]=1.[Cl:13][C:14]1[N:19]=[CH:18][C:17]([S:20]([NH2:23])(=[O:22])=[O:21])=[CH:16][CH:15]=1.C([O-])([O-])=O.[K+].[K+].CS(C)=O. The catalyst is CC(O)=O. The product is [Cl:13][C:14]1[N:19]=[CH:18][C:17]([S:20]([NH:23][C:2]2[C:11]([Cl:12])=[N:10][C:9]3[C:4](=[CH:5][CH:6]=[CH:7][CH:8]=3)[N:3]=2)(=[O:21])=[O:22])=[CH:16][CH:15]=1. The yield is 0.960. (2) The reactants are [CH3:1][C:2]1[CH:7]=[CH:6][CH:5]=[CH:4][C:3]=1[C:8]1[CH:13]=[CH:12][C:11]([C:14]2[O:18][N:17]=[C:16]([C:19]3[CH:24]=[CH:23][C:22]([CH2:25][OH:26])=[CH:21][CH:20]=3)[N:15]=2)=[CH:10][C:9]=1[C:27]([F:30])([F:29])[F:28]. The product is [CH3:1][C:2]1[CH:7]=[CH:6][CH:5]=[CH:4][C:3]=1[C:8]1[CH:13]=[CH:12][C:11]([C:14]2[O:18][N:17]=[C:16]([C:19]3[CH:24]=[CH:23][C:22]([CH:25]=[O:26])=[CH:21][CH:20]=3)[N:15]=2)=[CH:10][C:9]=1[C:27]([F:30])([F:28])[F:29]. The catalyst is O1CCOCC1.[O-2].[O-2].[Mn+4]. The yield is 0.970. (3) The product is [C:1]([CH2:3][CH2:4][N:5]1[C:6]([C:8]2[CH:9]=[C:10]([CH:15]=[CH:16][CH:17]=2)[C:11]([O:13][CH3:14])=[O:12])=[N:20][N:19]=[N:18]1)#[N:2]. The reactants are [C:1]([CH2:3][CH2:4][NH:5][C:6]([C:8]1[CH:9]=[C:10]([CH:15]=[CH:16][CH:17]=1)[C:11]([O:13][CH3:14])=[O:12])=O)#[N:2].[N-:18]=[N+:19]=[N-:20].[Na+].C([O-])(O)=O.[Na+].CCOC(C)=O. The yield is 0.410. The catalyst is CC#N.